From a dataset of Forward reaction prediction with 1.9M reactions from USPTO patents (1976-2016). Predict the product of the given reaction. Given the reactants C([N-]C(C)C)(C)C.[Li+].[C:9]1([S:15]([N:18]2[C:22]3=[N:23][CH:24]=[CH:25][CH:26]=[C:21]3[CH:20]=[CH:19]2)(=[O:17])=[O:16])[CH:14]=[CH:13][CH:12]=[CH:11][CH:10]=1.[C:27](OC(=O)C)(=[O:29])[CH3:28].O, predict the reaction product. The product is: [C:9]1([S:15]([N:18]2[C:22]3=[N:23][CH:24]=[CH:25][CH:26]=[C:21]3[CH:20]=[C:19]2[C:27](=[O:29])[CH3:28])(=[O:17])=[O:16])[CH:10]=[CH:11][CH:12]=[CH:13][CH:14]=1.